From a dataset of Reaction yield outcomes from USPTO patents with 853,638 reactions. Predict the reaction yield, written as a fraction of the theoretical maximum amount of product (1.0 means a 100% yield; for example, 0.34 means a 34% yield). (1) The reactants are [F:1][C:2]([F:36])([F:35])[C:3]1[CH:4]=[C:5]([C:13]([CH3:34])([CH3:33])[C:14]([N:16]([C:18]2[CH:19]=[N:20][C:21](Cl)=[CH:22][C:23]=2[C:24]2[CH:29]=[CH:28][C:27]([F:30])=[CH:26][C:25]=2[CH3:31])[CH3:17])=[O:15])[CH:6]=[C:7]([C:9]([F:12])([F:11])[F:10])[CH:8]=1.C([SiH2][O:42][C:43](C)(C)[C@@H:44]1[CH2:49][O:48][CH2:47][CH2:46][NH:45]1)(C)(C)C.[OH-].[Na+]. The catalyst is [Br-].C([N+](C)(C)C)CCCCCCCCCCCCCCC.CC(C)([P](C(C)(C)C)([Pd][P](C(C)(C)C)(C(C)(C)C)C(C)(C)C)C(C)(C)C)C.C1(C)C=CC=CC=1. The product is [F:1][C:2]([F:36])([F:35])[C:3]1[CH:4]=[C:5]([C:13]([CH3:34])([CH3:33])[C:14]([N:16]([C:18]2[CH:19]=[N:20][C:21]([N:45]3[CH2:46][CH2:47][O:48][CH2:49][C@H:44]3[CH2:43][OH:42])=[CH:22][C:23]=2[C:24]2[CH:29]=[CH:28][C:27]([F:30])=[CH:26][C:25]=2[CH3:31])[CH3:17])=[O:15])[CH:6]=[C:7]([C:9]([F:12])([F:11])[F:10])[CH:8]=1. The yield is 0.300. (2) The reactants are [H-].[Na+].[C:3]([NH:6][CH:7]([C:13]([O:15][CH2:16][CH3:17])=[O:14])[C:8]([O:10][CH2:11][CH3:12])=[O:9])(=[O:5])[CH3:4].Br[CH:19]1[CH2:28][CH2:27][C:26]2[C:21](=[CH:22][CH:23]=[C:24]([CH2:29][CH2:30][CH2:31][CH2:32][CH2:33][CH2:34][CH2:35][CH3:36])[CH:25]=2)[C:20]1=[O:37]. The catalyst is CN(C=O)C. The product is [CH2:11]([O:10][C:8](=[O:9])[C:7]([NH:6][C:3](=[O:5])[CH3:4])([CH:19]1[CH2:28][CH2:27][C:26]2[C:21](=[CH:22][CH:23]=[C:24]([CH2:29][CH2:30][CH2:31][CH2:32][CH2:33][CH2:34][CH2:35][CH3:36])[CH:25]=2)[C:20]1=[O:37])[C:13]([O:15][CH2:16][CH3:17])=[O:14])[CH3:12]. The yield is 0.750. (3) The reactants are [CH3:1][O:2][C:3]1[CH:58]=[CH:57][C:6]([CH2:7][N:8]2[C:12]3=[N:13][CH:14]=[CH:15][C:16]([O:17][C:18]4[CH:23]=[CH:22][C:21]([NH:24][C:25]([C:27]5[C:32](=[O:33])[N:31]([C:34]6[CH:39]=[CH:38][C:37]([F:40])=[CH:36][CH:35]=6)[N:30]=[CH:29][CH:28]=5)=[O:26])=[CH:20][C:19]=4[F:41])=[C:11]3[C:10]([N:42]3[CH2:46][CH:45]4[CH2:47][N:48](C(OC(C)(C)C)=O)[CH2:49][CH:44]4[CH2:43]3)=[N:9]2)=[CH:5][CH:4]=1.FC(F)(F)C(O)=O. The catalyst is C(Cl)Cl. The product is [F:41][C:19]1[CH:20]=[C:21]([NH:24][C:25]([C:27]2[C:32](=[O:33])[N:31]([C:34]3[CH:35]=[CH:36][C:37]([F:40])=[CH:38][CH:39]=3)[N:30]=[CH:29][CH:28]=2)=[O:26])[CH:22]=[CH:23][C:18]=1[O:17][C:16]1[CH:15]=[CH:14][N:13]=[C:12]2[N:8]([CH2:7][C:6]3[CH:5]=[CH:4][C:3]([O:2][CH3:1])=[CH:58][CH:57]=3)[N:9]=[C:10]([N:42]3[CH2:46][CH:45]4[CH:44]([CH2:49][NH:48][CH2:47]4)[CH2:43]3)[C:11]=12. The yield is 0.372. (4) The reactants are [CH3:1][O:2][C:3]1[CH:4]=[C:5]([N:29]2[CH2:34][CH2:33][C:32](=O)[CH2:31][CH2:30]2)[CH:6]=[CH:7][C:8]=1[NH:9][C:10]1[N:15]=[C:14]([NH:16][C:17]2[CH:22]=[CH:21][CH:20]=[CH:19][C:18]=2[S:23]([CH:26]([CH3:28])[CH3:27])(=[O:25])=[O:24])[N:13]=[CH:12][N:11]=1.[CH3:36][N:37]1[CH2:42][CH2:41][NH:40][CH2:39][CH2:38]1. The catalyst is [C].[Pd].O1CCCC1. The product is [CH3:1][O:2][C:3]1[CH:4]=[C:5]([N:29]2[CH2:34][CH2:33][CH:32]([N:40]3[CH2:41][CH2:42][N:37]([CH3:36])[CH2:38][CH2:39]3)[CH2:31][CH2:30]2)[CH:6]=[CH:7][C:8]=1[NH:9][C:10]1[N:15]=[C:14]([NH:16][C:17]2[CH:22]=[CH:21][CH:20]=[CH:19][C:18]=2[S:23]([CH:26]([CH3:27])[CH3:28])(=[O:25])=[O:24])[N:13]=[CH:12][N:11]=1. The yield is 0.880. (5) The reactants are Br[C:2]1[C:3]([O:11][CH2:12][C:13]([F:16])([F:15])[F:14])=[N:4][CH:5]=[C:6]([N+:8]([O-:10])=[O:9])[CH:7]=1.[C:17]1(B2OC(C)(C)C(C)(C)O2)[CH2:21][CH2:20][CH2:19][CH:18]=1.C([O-])([O-])=O.[K+].[K+].O. The catalyst is CN(C=O)C. The product is [C:17]1([C:2]2[C:3]([O:11][CH2:12][C:13]([F:16])([F:15])[F:14])=[N:4][CH:5]=[C:6]([N+:8]([O-:10])=[O:9])[CH:7]=2)[CH2:21][CH2:20][CH2:19][CH:18]=1. The yield is 0.435. (6) The reactants are CO[C:3](=[O:40])[CH2:4][O:5][C:6]1[CH:11]=[CH:10][C:9]([F:12])=[C:8]([CH2:13][C:14]2[C:22]3[C:17](=[N:18][CH:19]=[C:20]([C:23]4[CH:24]=[N:25][CH:26]=[CH:27][CH:28]=4)[CH:21]=3)[N:16]([Si](C(C)C)(C(C)C)C(C)C)[CH:15]=2)[C:7]=1[F:39].[CH2:41]([NH2:48])[C:42]1[CH:47]=[CH:46][CH:45]=[CH:44][CH:43]=1.CCCC[N+](CCCC)(CCCC)CCCC.[F-]. The product is [CH2:41]([NH:48][C:3](=[O:40])[CH2:4][O:5][C:6]1[CH:11]=[CH:10][C:9]([F:12])=[C:8]([CH2:13][C:14]2[C:22]3[C:17](=[N:18][CH:19]=[C:20]([C:23]4[CH:24]=[N:25][CH:26]=[CH:27][CH:28]=4)[CH:21]=3)[NH:16][CH:15]=2)[C:7]=1[F:39])[C:42]1[CH:47]=[CH:46][CH:45]=[CH:44][CH:43]=1. The catalyst is CO. The yield is 0.330.